This data is from NCI-60 drug combinations with 297,098 pairs across 59 cell lines. The task is: Regression. Given two drug SMILES strings and cell line genomic features, predict the synergy score measuring deviation from expected non-interaction effect. (1) Drug 1: CN1CCC(CC1)COC2=C(C=C3C(=C2)N=CN=C3NC4=C(C=C(C=C4)Br)F)OC. Drug 2: COC1=NC(=NC2=C1N=CN2C3C(C(C(O3)CO)O)O)N. Cell line: A498. Synergy scores: CSS=8.65, Synergy_ZIP=-3.05, Synergy_Bliss=1.59, Synergy_Loewe=-15.4, Synergy_HSA=-2.57. (2) Drug 1: C1=CC(=CC=C1CCC2=CNC3=C2C(=O)NC(=N3)N)C(=O)NC(CCC(=O)O)C(=O)O. Drug 2: C(=O)(N)NO. Cell line: SNB-75. Synergy scores: CSS=28.7, Synergy_ZIP=0.694, Synergy_Bliss=1.28, Synergy_Loewe=-8.09, Synergy_HSA=2.35. (3) Drug 1: CC1=C2C(C(=O)C3(C(CC4C(C3C(C(C2(C)C)(CC1OC(=O)C(C(C5=CC=CC=C5)NC(=O)OC(C)(C)C)O)O)OC(=O)C6=CC=CC=C6)(CO4)OC(=O)C)O)C)O. Drug 2: CC1C(C(CC(O1)OC2CC(CC3=C2C(=C4C(=C3O)C(=O)C5=C(C4=O)C(=CC=C5)OC)O)(C(=O)CO)O)N)O.Cl. Cell line: A549. Synergy scores: CSS=28.1, Synergy_ZIP=-3.57, Synergy_Bliss=-4.93, Synergy_Loewe=-4.26, Synergy_HSA=-2.38. (4) Drug 1: C1=NC2=C(N1)C(=S)N=C(N2)N. Drug 2: CC(C1=C(C=CC(=C1Cl)F)Cl)OC2=C(N=CC(=C2)C3=CN(N=C3)C4CCNCC4)N. Cell line: MDA-MB-435. Synergy scores: CSS=20.3, Synergy_ZIP=-8.46, Synergy_Bliss=-1.07, Synergy_Loewe=-3.78, Synergy_HSA=-1.77. (5) Drug 1: C1=NC(=NC(=O)N1C2C(C(C(O2)CO)O)O)N. Drug 2: C1CN(P(=O)(OC1)NCCCl)CCCl. Cell line: SF-295. Synergy scores: CSS=9.77, Synergy_ZIP=-6.66, Synergy_Bliss=-10.2, Synergy_Loewe=-8.82, Synergy_HSA=-7.46. (6) Drug 1: CC1=C2C(C(=O)C3(C(CC4C(C3C(C(C2(C)C)(CC1OC(=O)C(C(C5=CC=CC=C5)NC(=O)OC(C)(C)C)O)O)OC(=O)C6=CC=CC=C6)(CO4)OC(=O)C)OC)C)OC. Drug 2: C1=NC2=C(N=C(N=C2N1C3C(C(C(O3)CO)O)O)F)N. Cell line: HCT-15. Synergy scores: CSS=71.5, Synergy_ZIP=23.0, Synergy_Bliss=22.2, Synergy_Loewe=-40.0, Synergy_HSA=22.2. (7) Drug 1: CC1OCC2C(O1)C(C(C(O2)OC3C4COC(=O)C4C(C5=CC6=C(C=C35)OCO6)C7=CC(=C(C(=C7)OC)O)OC)O)O. Drug 2: CS(=O)(=O)CCNCC1=CC=C(O1)C2=CC3=C(C=C2)N=CN=C3NC4=CC(=C(C=C4)OCC5=CC(=CC=C5)F)Cl. Cell line: OVCAR-4. Synergy scores: CSS=9.24, Synergy_ZIP=3.09, Synergy_Bliss=1.91, Synergy_Loewe=2.81, Synergy_HSA=2.86.